This data is from Catalyst prediction with 721,799 reactions and 888 catalyst types from USPTO. The task is: Predict which catalyst facilitates the given reaction. Reactant: [Br:1]N1C(=O)CCC1=O.[CH3:9][O:10][C:11]1[N:12]=[C:13]2[C:18](=[CH:19][CH:20]=1)[N:17]=[CH:16][CH:15]=[C:14]2[OH:21]. Product: [Br:1][C:15]1[CH:16]=[N:17][C:18]2[C:13]([C:14]=1[OH:21])=[N:12][C:11]([O:10][CH3:9])=[CH:20][CH:19]=2. The catalyst class is: 15.